From a dataset of Reaction yield outcomes from USPTO patents with 853,638 reactions. Predict the reaction yield, written as a fraction of the theoretical maximum amount of product (1.0 means a 100% yield; for example, 0.34 means a 34% yield). (1) The reactants are S(S([O-])=O)([O-])=O.[Na+].[Na+].C(=O)([O-])[O-].[Na+].[Na+].[CH2:15]([NH:19][S:20]([C:23]1[CH:28]=[CH:27][C:26]([N+:29]([O-])=O)=[CH:25][CH:24]=1)(=[O:22])=[O:21])[CH2:16][CH2:17][CH3:18]. The catalyst is O.CO. The product is [NH2:29][C:26]1[CH:27]=[CH:28][C:23]([S:20]([NH:19][CH2:15][CH2:16][CH2:17][CH3:18])(=[O:22])=[O:21])=[CH:24][CH:25]=1. The yield is 0.0600. (2) The catalyst is C(OCC)C. The yield is 0.686. The reactants are [CH3:1][CH:2]([O:4][C:5]([C:7]1[C:8]([N:13]2[CH2:18][CH2:17][N:16]([CH2:19][C:20]3[CH:25]=[CH:24][C:23]([CH2:26][NH:27][CH2:28][CH3:29])=[CH:22][CH:21]=3)[CH2:15][CH2:14]2)=[N:9][CH:10]=[CH:11][CH:12]=1)=[O:6])[CH3:3].[ClH:30].O1CCOCC1. The product is [ClH:30].[ClH:30].[CH2:28]([NH:27][CH2:26][C:23]1[CH:22]=[CH:21][C:20]([CH2:19][N:16]2[CH2:15][CH2:14][N:13]([C:8]3[C:7]([C:5]([O:4][CH:2]([CH3:1])[CH3:3])=[O:6])=[CH:12][CH:11]=[CH:10][N:9]=3)[CH2:18][CH2:17]2)=[CH:25][CH:24]=1)[CH3:29]. (3) The reactants are [CH3:1][O:2][C:3]1[CH:4]=[CH:5][C:6]2[O:11][CH2:10][C:9](=[O:12])[N:8]([CH2:13][CH2:14][N:15]3[CH2:20][CH2:19][CH:18]([NH:21]C(=O)OC(C)(C)C)[CH2:17][CH2:16]3)[C:7]=2[CH:29]=1.NC1CCN(CCN2C3C(=CC=C(C#N)C=3)C=CC2=O)CC1. No catalyst specified. The product is [NH2:21][CH:18]1[CH2:17][CH2:16][N:15]([CH2:14][CH2:13][N:8]2[C:7]3[CH:29]=[C:3]([O:2][CH3:1])[CH:4]=[CH:5][C:6]=3[O:11][CH2:10][C:9]2=[O:12])[CH2:20][CH2:19]1. The yield is 1.00. (4) The reactants are Cl[C:2]1[N:7]=[N:6][C:5]([C:8]([NH2:10])=[O:9])=[C:4]([NH:11][C:12]2[CH:17]=[CH:16][C:15]([F:18])=[C:14]([CH3:19])[N:13]=2)[CH:3]=1.[NH2:20][C@@H:21]1[CH2:26][CH2:25][CH2:24][CH2:23][C@@H:22]1[NH:27][C:28](=[O:34])[O:29][C:30]([CH3:33])([CH3:32])[CH3:31].N#N. The catalyst is CN1CCCC1=O.CN(C1C=CN=CC=1)C. The product is [C:8]([C:5]1[N:6]=[N:7][C:2]([NH:20][C@@H:21]2[CH2:26][CH2:25][CH2:24][CH2:23][C@@H:22]2[NH:27][C:28](=[O:34])[O:29][C:30]([CH3:32])([CH3:31])[CH3:33])=[CH:3][C:4]=1[NH:11][C:12]1[CH:17]=[CH:16][C:15]([F:18])=[C:14]([CH3:19])[N:13]=1)(=[O:9])[NH2:10]. The yield is 0.230. (5) The reactants are Cl[C:2]1[C:3](=[O:16])[NH:4][C:5]2[C:10]([N:11]=1)=[CH:9][C:8]([C:12]([O:14][CH3:15])=[O:13])=[CH:7][CH:6]=2.[CH3:17][C@H:18]1[CH2:23][CH2:22][CH2:21][CH2:20][NH:19]1.CCN(C(C)C)C(C)C. The catalyst is CS(C)=O. The product is [CH3:17][C@H:18]1[CH2:23][CH2:22][CH2:21][CH2:20][N:19]1[C:2]1[C:3](=[O:16])[NH:4][C:5]2[C:10]([N:11]=1)=[CH:9][C:8]([C:12]([O:14][CH3:15])=[O:13])=[CH:7][CH:6]=2. The yield is 0.870. (6) The reactants are [CH3:1][CH2:2][O:3][C:4]([C:6]1[NH:7][C:8]2[C:13]([CH:14]=1)=[CH:12][C:11]([C:15]([OH:17])=O)=[CH:10][CH:9]=2)=[O:5].F[B-](F)(F)F.N1(OC(N(C)C)=[N+](C)C)C2C=CC=CC=2N=N1.[NH:40]1[CH2:44][CH2:43][CH2:42][C@H:41]1[CH2:45][N:46]1[CH2:50][CH2:49][CH2:48][CH2:47]1.C(N(CC)C(C)C)(C)C. The catalyst is CN(C)C=O. The product is [CH2:2]([O:3][C:4]([C:6]1[NH:7][C:8]2[C:13]([CH:14]=1)=[CH:12][C:11]([C:15]([N:40]1[CH2:44][CH2:43][CH2:42][C@H:41]1[CH2:45][N:46]1[CH2:50][CH2:49][CH2:48][CH2:47]1)=[O:17])=[CH:10][CH:9]=2)=[O:5])[CH3:1]. The yield is 0.900.